This data is from Full USPTO retrosynthesis dataset with 1.9M reactions from patents (1976-2016). The task is: Predict the reactants needed to synthesize the given product. (1) Given the product [NH2:24][CH:5]1[CH2:6][CH2:7][C:2]([C:9]2[CH:14]=[CH:13][CH:12]=[C:11]([O:15][CH3:16])[CH:10]=2)([OH:1])[CH2:3][CH2:4]1, predict the reactants needed to synthesize it. The reactants are: [OH:1][C:2]1([C:9]2[CH:14]=[CH:13][CH:12]=[C:11]([O:15][CH3:16])[CH:10]=2)[CH2:7][CH2:6][C:5](=O)[CH2:4][CH2:3]1.FC(F)(F)C([O-])=O.[NH4+:24].C(O)(=O)C.C(O[BH-](OC(=O)C)OC(=O)C)(=O)C.[Na+]. (2) The reactants are: Br[C:2]1[C:3]([CH3:9])=[N:4][CH:5]=[C:6]([Br:8])[CH:7]=1.[CH3:10][N:11]1[C:19]2[C:14](=[N:15][C:16]([Sn](CCCC)(CCCC)CCCC)=[CH:17][CH:18]=2)[CH:13]=[N:12]1.[Li+].[Cl-]. Given the product [Br:8][C:6]1[CH:7]=[C:2]([C:16]2[N:15]=[C:14]3[CH:13]=[N:12][N:11]([CH3:10])[C:19]3=[CH:18][CH:17]=2)[C:3]([CH3:9])=[N:4][CH:5]=1, predict the reactants needed to synthesize it. (3) Given the product [Cl:23][C:20]1[CH:19]=[CH:18][C:17]([C:13]2[C:12]([CH2:11][O:10][C:7]3[CH:8]=[CH:9][C:4]([C:3]([NH:28][CH:25]4[CH2:27][CH2:26]4)=[O:24])=[CH:5][N:6]=3)=[CH:16][O:15][N:14]=2)=[CH:22][CH:21]=1, predict the reactants needed to synthesize it. The reactants are: CO[C:3](=[O:24])[C:4]1[CH:9]=[CH:8][C:7]([O:10][CH2:11][C:12]2[C:13]([C:17]3[CH:22]=[CH:21][C:20]([Cl:23])=[CH:19][CH:18]=3)=[N:14][O:15][CH:16]=2)=[N:6][CH:5]=1.[CH:25]1([NH2:28])[CH2:27][CH2:26]1. (4) The reactants are: CO[C:3]1[CH:8]=[CH:7][C:6]([O:9]C)=[CH:5][C:4]=1[NH:11][C:12]([C:14]1[C:23]2[C:18](=[CH:19][C:20]([OH:24])=[CH:21][CH:22]=2)[CH:17]=[CH:16][CH:15]=1)=[O:13].Cl.N1C=CC=CC=1.Cl. Given the product [OH:24][C:20]1[CH:19]=[C:18]2[C:23](=[CH:22][CH:21]=1)[C:14]([C:12]1[O:13][C:3]3[CH:8]=[CH:7][C:6]([OH:9])=[CH:5][C:4]=3[N:11]=1)=[CH:15][CH:16]=[CH:17]2, predict the reactants needed to synthesize it.